This data is from Full USPTO retrosynthesis dataset with 1.9M reactions from patents (1976-2016). The task is: Predict the reactants needed to synthesize the given product. (1) Given the product [C:29]([NH:30][C@H:31]1[CH2:35][CH2:34][N:33]([C:9]2[CH:8]=[CH:7][C:3]([C:4]([NH2:6])=[O:5])=[C:2]([NH:12][C:13]3[CH:23]=[CH:22][C:16]([C:17](=[O:18])[N:19]([CH3:21])[CH3:20])=[CH:15][CH:14]=3)[N:10]=2)[CH2:32]1)(=[O:36])[CH:37]=[CH2:38], predict the reactants needed to synthesize it. The reactants are: Cl[C:2]1[N:10]=[C:9](Cl)[CH:8]=[CH:7][C:3]=1[C:4]([NH2:6])=[O:5].[NH2:12][C:13]1[CH:23]=[CH:22][C:16]([C:17]([N:19]([CH3:21])[CH3:20])=[O:18])=[CH:15][CH:14]=1.C(O[C:29](=[O:36])[NH:30][C@H:31]1[CH2:35][CH2:34][NH:33][CH2:32]1)(C)(C)C.[C:37](O)(=O)[CH:38]=C. (2) Given the product [CH2:21]([O:23][C:24](=[O:31])[CH:25]([NH:26][C:16]([C@@H:11]1[CH2:12][S:13][CH2:14][CH2:15][N:10]1[S:7]([C:4]1[CH:3]=[CH:2][C:1]([CH3:19])=[CH:6][CH:5]=1)(=[O:8])=[O:9])=[O:18])[CH2:27][CH:28]([CH3:29])[CH3:30])[CH3:22], predict the reactants needed to synthesize it. The reactants are: [C:1]1([CH3:19])[CH:6]=[CH:5][C:4]([S:7]([N:10]2[CH2:15][CH2:14][S:13][CH2:12][C@H:11]2[C:16]([OH:18])=O)(=[O:9])=[O:8])=[CH:3][CH:2]=1.Cl.[CH2:21]([O:23][C:24](=[O:31])[C@H:25]([CH2:27][CH:28]([CH3:30])[CH3:29])[NH2:26])[CH3:22].C1CCC(N=C=NC2CCCCC2)CC1. (3) Given the product [NH2:32][C:4]1[S:3][C:2]([C:44]2[CH:45]=[CH:46][CH:47]=[CH:48][C:43]=2[O:42][C:41]([F:40])([F:53])[F:52])=[N:6][C:5]=1[C:7]([NH:8][C:9]1[CH:10]=[N:11][N:12]([CH3:30])[C:13]=1[C@@H:14]1[CH2:20][CH2:19][C@@H:18]([NH2:21])[C@@H:17]([F:29])[CH2:16][O:15]1)=[O:31], predict the reactants needed to synthesize it. The reactants are: Br[C:2]1[S:3][C:4]([NH:32]C(=O)OC(C)(C)C)=[C:5]([C:7](=[O:31])[NH:8][C:9]2[CH:10]=[N:11][N:12]([CH3:30])[C:13]=2[C@@H:14]2[CH2:20][CH2:19][C@@H:18]([NH:21]C(OC(C)(C)C)=O)[C@@H:17]([F:29])[CH2:16][O:15]2)[N:6]=1.[F:40][C:41]([F:53])([F:52])[O:42][C:43]1[CH:48]=[CH:47][CH:46]=[CH:45][C:44]=1B(O)O. (4) Given the product [Br:3][C:4]1[CH:5]=[CH:6][C:7]([O:17][CH3:18])=[C:8]([CH:16]=1)[CH2:9][C@H:10]1[CH2:14][O:13][C:12](=[O:15])[N:11]1[CH2:19][CH2:20][CH3:21], predict the reactants needed to synthesize it. The reactants are: [H-].[Na+].[Br:3][C:4]1[CH:5]=[CH:6][C:7]([O:17][CH3:18])=[C:8]([CH:16]=1)[CH2:9][C@H:10]1[CH2:14][O:13][C:12](=[O:15])[NH:11]1.[CH3:19][CH2:20][CH2:21]Br. (5) Given the product [F:1][C:2]([F:12])([F:13])[C@@H:3]1[CH2:8][CH2:7][CH2:6][CH2:5][C@H:4]1[C:9]([O:11][CH3:14])=[O:10], predict the reactants needed to synthesize it. The reactants are: [F:1][C:2]([F:13])([F:12])[CH:3]1[CH2:8][CH2:7][CH2:6][CH2:5][CH:4]1[C:9]([OH:11])=[O:10].[CH:14](OC)(OC)OC.CC1C=CC(S(O)(=O)=O)=CC=1. (6) Given the product [CH3:1][CH:2]([CH3:26])[CH2:3][N:4]1[C:16]2[C:15]3[CH:14]=[C:13]([CH2:17][CH2:18][C:19]4[CH:20]=[CH:21][N:22]=[CH:23][CH:24]=4)[CH:12]=[CH:11][C:10]=3[N:9]=[C:8]([NH2:25])[C:7]=2[N:6]=[CH:5]1, predict the reactants needed to synthesize it. The reactants are: [CH3:1][CH:2]([CH3:26])[CH2:3][N:4]1[C:16]2[C:15]3[CH:14]=[C:13]([CH:17]=[CH:18][C:19]4[CH:24]=[CH:23][N:22]=[CH:21][CH:20]=4)[CH:12]=[CH:11][C:10]=3[N:9]=[C:8]([NH2:25])[C:7]=2[N:6]=[CH:5]1. (7) Given the product [Cl:39][C:24]1[C:25]([NH:27][C@@H:28]2[CH2:33][CH2:32][CH2:31][CH2:30][C@H:29]2[NH:34][S:35]([CH3:38])(=[O:37])=[O:36])=[N:26][C:21]([NH:17][C:12]2[C:13]([O:15][CH3:16])=[CH:14][C:7]3[CH2:6][CH2:5][N:4]([CH2:3][C:2]([F:1])([F:19])[CH3:18])[CH2:10][CH2:9][C:8]=3[CH:11]=2)=[N:22][CH:23]=1, predict the reactants needed to synthesize it. The reactants are: [F:1][C:2]([F:19])([CH3:18])[CH2:3][N:4]1[CH2:10][CH2:9][C:8]2[CH:11]=[C:12]([NH2:17])[C:13]([O:15][CH3:16])=[CH:14][C:7]=2[CH2:6][CH2:5]1.Cl[C:21]1[N:26]=[C:25]([NH:27][C@@H:28]2[CH2:33][CH2:32][CH2:31][CH2:30][C@H:29]2[NH:34][S:35]([CH3:38])(=[O:37])=[O:36])[C:24]([Cl:39])=[CH:23][N:22]=1. (8) Given the product [NH2:1][C:2]([C:4]1[CH:5]=[N:6][C:7]2[C:12]([C:13]=1[NH:14][C:15]1[CH:16]=[C:17]([CH:23]=[CH:24][CH:25]=1)[C:18]([O:20][CH2:21][CH3:22])=[O:19])=[CH:11][CH:10]=[C:9]([C:32]1[N:28]([CH3:27])[C:29]([CH3:36])=[N:30][CH:31]=1)[CH:8]=2)=[O:3], predict the reactants needed to synthesize it. The reactants are: [NH2:1][C:2]([C:4]1[CH:5]=[N:6][C:7]2[C:12]([C:13]=1[NH:14][C:15]1[CH:16]=[C:17]([CH:23]=[CH:24][CH:25]=1)[C:18]([O:20][CH2:21][CH3:22])=[O:19])=[CH:11][CH:10]=[C:9](Br)[CH:8]=2)=[O:3].[CH3:27][N:28]1[C:32](B(O)O)=[CH:31][N:30]=[C:29]1[CH3:36].